From a dataset of Full USPTO retrosynthesis dataset with 1.9M reactions from patents (1976-2016). Predict the reactants needed to synthesize the given product. (1) Given the product [F:9][CH2:10][C:11]1[N:16]=[CH:15][N:14]=[C:13]([C:17](=[O:18])[CH3:5])[CH:12]=1, predict the reactants needed to synthesize it. The reactants are: C[Mg]Br.O1CCC[CH2:5]1.[F:9][CH2:10][C:11]1[N:16]=[CH:15][N:14]=[C:13]([C:17](N(OC)C)=[O:18])[CH:12]=1.[Cl-].[NH4+]. (2) Given the product [CH3:1][C:2]1([CH3:14])[CH2:3][CH2:4][CH2:5][NH:6][C:7]2[CH:12]=[CH:11][CH:10]=[CH:9][C:8]1=2, predict the reactants needed to synthesize it. The reactants are: [CH3:1][CH:2]([CH3:14])[CH:3](O)[CH2:4][CH2:5][NH:6][C:7]1[CH:12]=[CH:11][CH:10]=[CH:9][CH:8]=1.[OH-].[Na+].